This data is from Full USPTO retrosynthesis dataset with 1.9M reactions from patents (1976-2016). The task is: Predict the reactants needed to synthesize the given product. (1) Given the product [Cl:17][C:7]1[C:8]([NH:10][C:11]2[CH:15]=[C:14]([CH3:16])[NH:13][N:12]=2)=[N:9][C:2]([NH:27][C@H:25]([C:22]2[CH:21]=[CH:20][C:19]([F:18])=[CH:24][N:23]=2)[CH3:26])=[C:3]([CH:6]=1)[C:4]#[N:5], predict the reactants needed to synthesize it. The reactants are: Cl[C:2]1[N:9]=[C:8]([NH:10][C:11]2[CH:15]=[C:14]([CH3:16])[NH:13][N:12]=2)[C:7]([Cl:17])=[CH:6][C:3]=1[C:4]#[N:5].[F:18][C:19]1[CH:20]=[CH:21][C:22]([C@@H:25]([NH2:27])[CH3:26])=[N:23][CH:24]=1.CCN(C(C)C)C(C)C.N1C=CC=CC=1N. (2) Given the product [F:1][CH:2]1[CH2:3][N:4]([C:6](=[O:42])[C@H:7]([NH:11][C:12]([C:14]2[C:22]3[C:17](=[N:18][CH:19]=[C:20]([C:23]4[C:31]5[C:26](=[CH:27][C:28]([Cl:32])=[CH:29][CH:30]=5)[N:25]([CH3:33])[N:24]=4)[N:21]=3)[NH:16][CH:15]=2)=[O:13])[CH2:8][O:9][CH3:10])[CH2:5]1, predict the reactants needed to synthesize it. The reactants are: [F:1][CH:2]1[CH2:5][N:4]([C:6](=[O:42])[C@H:7]([NH:11][C:12]([C:14]2[C:22]3[C:17](=[N:18][CH:19]=[C:20]([C:23]4[C:31]5[C:26](=[CH:27][C:28]([Cl:32])=[CH:29][CH:30]=5)[N:25]([CH3:33])[N:24]=4)[N:21]=3)[N:16](COCC[Si](C)(C)C)[CH:15]=2)=[O:13])[CH2:8][O:9][CH3:10])[CH2:3]1.C(O)(C(F)(F)F)=O.C(N)CN. (3) Given the product [CH3:1][O:2][C:3](=[O:28])[C:4]1[CH:5]=[C:6]([NH:27][C:32](=[O:33])[C:31]2[CH:35]=[CH:36][C:37]([Cl:39])=[CH:38][C:30]=2[Cl:29])[CH:7]=[C:8]([C:10](=[O:26])[C:11]2[CH:16]=[CH:15][C:14]([N:17]([C:19]3[CH:24]=[CH:23][C:22]([Cl:25])=[CH:21][CH:20]=3)[CH3:18])=[CH:13][CH:12]=2)[CH:9]=1, predict the reactants needed to synthesize it. The reactants are: [CH3:1][O:2][C:3](=[O:28])[C:4]1[CH:9]=[C:8]([C:10](=[O:26])[C:11]2[CH:16]=[CH:15][C:14]([N:17]([C:19]3[CH:24]=[CH:23][C:22]([Cl:25])=[CH:21][CH:20]=3)[CH3:18])=[CH:13][CH:12]=2)[CH:7]=[C:6]([NH2:27])[CH:5]=1.[Cl:29][C:30]1[CH:38]=[C:37]([Cl:39])[CH:36]=[CH:35][C:31]=1[C:32](Cl)=[O:33].C1(C)C=CC=CC=1. (4) Given the product [C:1]([O:5][C:6]([N:8]1[CH2:12][CH2:11][CH2:10][C@@H:9]1[C:13](=[O:15])[NH:16][C:17]1[CH:22]=[C:21]([S:23]([CH3:26])(=[O:24])=[O:25])[CH:20]=[C:19]([NH:27][C:28]2[N:37]=[CH:36][C:35]3[N:34]([CH3:38])[C:33](=[O:39])[CH2:32][N:31]([CH:40]([CH3:42])[CH3:41])[C:30]=3[N:29]=2)[CH:18]=1)=[O:7])([CH3:2])([CH3:3])[CH3:4], predict the reactants needed to synthesize it. The reactants are: [C:1]([O:5][C:6]([N:8]1[CH2:12][CH2:11][CH2:10][C@@H:9]1[C:13]([OH:15])=O)=[O:7])([CH3:4])([CH3:3])[CH3:2].[NH2:16][C:17]1[CH:18]=[C:19]([NH:27][C:28]2[N:37]=[CH:36][C:35]3[N:34]([CH3:38])[C:33](=[O:39])[CH2:32][N:31]([CH:40]([CH3:42])[CH3:41])[C:30]=3[N:29]=2)[CH:20]=[C:21]([S:23]([CH3:26])(=[O:25])=[O:24])[CH:22]=1. (5) Given the product [Br:1][C:2]1[C:10]2[C:5](=[CH:6][CH:7]=[C:8]([NH:11][C:12]3[N:21]=[CH:20][C:19]([CH:22]4[CH2:24][CH2:23]4)=[CH:18][C:13]=3[C:14]([O:16][CH3:17])=[O:15])[CH:9]=2)[N:4]([CH3:25])[CH:3]=1, predict the reactants needed to synthesize it. The reactants are: [Br:1][C:2]1[C:10]2[C:5](=[CH:6][CH:7]=[C:8]([NH:11][C:12]3[N:21]=[CH:20][C:19]([CH:22]4[CH2:24][CH2:23]4)=[CH:18][C:13]=3[C:14]([O:16][CH3:17])=[O:15])[CH:9]=2)[NH:4][CH:3]=1.[CH3:25]C(C)([O-])C.[K+].IC.C(OCC)(=O)C.